From a dataset of Peptide-MHC class I binding affinity with 185,985 pairs from IEDB/IMGT. Regression. Given a peptide amino acid sequence and an MHC pseudo amino acid sequence, predict their binding affinity value. This is MHC class I binding data. (1) The peptide sequence is SDYLELDTI. The MHC is HLA-A68:02 with pseudo-sequence HLA-A68:02. The binding affinity (normalized) is 0.0583. (2) The peptide sequence is EFSSNVANY. The MHC is HLA-A24:02 with pseudo-sequence HLA-A24:02. The binding affinity (normalized) is 0.0407. (3) The peptide sequence is RYPLTLGW. The MHC is HLA-A02:02 with pseudo-sequence HLA-A02:02. The binding affinity (normalized) is 0. (4) The binding affinity (normalized) is 0.626. The peptide sequence is LPFYETLPEL. The MHC is HLA-B53:01 with pseudo-sequence HLA-B53:01. (5) The binding affinity (normalized) is 0.375. The MHC is Mamu-B6601 with pseudo-sequence Mamu-B6601. The peptide sequence is TGPGTANQR.